Predict the product of the given reaction. From a dataset of Forward reaction prediction with 1.9M reactions from USPTO patents (1976-2016). (1) The product is: [F:32][C:33]([F:38])([F:37])[C:34]([OH:36])=[O:35].[C:1]1([NH:7][C:8]([NH:9][C:10]2[CH:30]=[CH:29][C:13]([C:14]([N:16]3[CH2:21][CH2:20][NH:19][CH2:18][CH2:17]3)=[O:15])=[CH:12][CH:11]=2)=[O:31])[CH:2]=[CH:3][CH:4]=[CH:5][CH:6]=1. Given the reactants [C:1]1([NH:7][C:8](=[O:31])[NH:9][C:10]2[CH:30]=[CH:29][C:13]([C:14]([N:16]3[CH2:21][CH2:20][N:19](C(OC(C)(C)C)=O)[CH2:18][CH2:17]3)=[O:15])=[CH:12][CH:11]=2)[CH:6]=[CH:5][CH:4]=[CH:3][CH:2]=1.[F:32][C:33]([F:38])([F:37])[C:34]([OH:36])=[O:35], predict the reaction product. (2) Given the reactants [Br:1][C:2]1[CH:7]=[CH:6][C:5]([CH:8]2[O:12]C(=O)[NH:10][CH:9]2[CH2:14][C:15]2[CH:20]=[CH:19][CH:18]=[C:17]([O:21][C:22]([F:27])([F:26])[CH:23]([F:25])[F:24])[CH:16]=2)=[CH:4][CH:3]=1.[OH-].[Na+], predict the reaction product. The product is: [NH2:10][CH:9]([CH2:14][C:15]1[CH:20]=[CH:19][CH:18]=[C:17]([O:21][C:22]([F:27])([F:26])[CH:23]([F:25])[F:24])[CH:16]=1)[CH:8]([C:5]1[CH:6]=[CH:7][C:2]([Br:1])=[CH:3][CH:4]=1)[OH:12]. (3) The product is: [NH2:14][C:13]1[CH:15]=[CH:16][C:10]([C:11]2[N:5]([CH:6]3[CH2:8][CH2:7]3)[C:3]3[C:4]([C:12]=2[C:13]#[N:14])=[CH:10][CH:16]=[C:15]([O:20][CH3:17])[CH:2]=3)=[CH:11][CH:12]=1. Given the reactants [Li+].[CH3:2][CH:3]([N-:5][CH:6]([CH3:8])[CH3:7])[CH3:4].I[C:10]1[CH:16]=[CH:15][C:13]([NH2:14])=[CH:12][CH:11]=1.[C:17]([O-:20])([O-])=O.[K+].[K+], predict the reaction product. (4) Given the reactants [CH2:1]([Li])[CH2:2][CH2:3][CH3:4].C(NC(C)C)(C)C.[CH2:13]=[C:14]1[CH2:17][CH:16]([C:18]#[N:19])[CH2:15]1.C1(CBr)CC1, predict the reaction product. The product is: [CH:3]1([CH2:4][C:16]2([C:18]#[N:19])[CH2:17][C:14](=[CH2:13])[CH2:15]2)[CH2:1][CH2:2]1. (5) Given the reactants Cl.[CH2:2]([O:9][C:10]1[CH:19]=[CH:18][CH:17]=[C:16]2[C:11]=1[CH2:12][CH2:13][CH2:14][CH:15]2[C:20]([N:22]([C:29]1[CH:30]=[N:31][C:32]([CH:35]([CH3:37])[CH3:36])=[CH:33][CH:34]=1)[CH2:23][C:24]1[CH:25]=[N:26][NH:27][CH:28]=1)=[O:21])[C:3]1[CH:8]=[CH:7][CH:6]=[CH:5][CH:4]=1.[CH:38](I)([CH3:40])[CH3:39], predict the reaction product. The product is: [CH2:2]([O:9][C:10]1[CH:19]=[CH:18][CH:17]=[C:16]2[C:11]=1[CH2:12][CH2:13][CH2:14][CH:15]2[C:20]([N:22]([CH2:23][C:24]1[CH:25]=[N:26][N:27]([CH:38]([CH3:40])[CH3:39])[CH:28]=1)[C:29]1[CH:30]=[N:31][C:32]([CH:35]([CH3:37])[CH3:36])=[CH:33][CH:34]=1)=[O:21])[C:3]1[CH:8]=[CH:7][CH:6]=[CH:5][CH:4]=1. (6) Given the reactants [NH2:1][C@@H:2]([C:7]([CH3:10])([CH3:9])[CH3:8])[C:3]([O:5][CH3:6])=[O:4].CCN(C(C)C)C(C)C.F[C:21]([O:23][C:24]12[CH2:33][CH:28]3[CH2:29][CH:30]([CH2:32][CH:26]([CH2:27]3)[CH2:25]1)[CH2:31]2)=[O:22], predict the reaction product. The product is: [CH3:6][O:5][C:3](=[O:4])[C@@H:2]([NH:1][C:21]([O:23][C:24]12[CH2:33][CH:28]3[CH2:27][CH:26]([CH2:32][CH:30]([CH2:29]3)[CH2:31]1)[CH2:25]2)=[O:22])[C:7]([CH3:10])([CH3:9])[CH3:8]. (7) Given the reactants [Br:1][C:2]1[C:3]([OH:10])=[C:4]([CH:7]=[CH:8][CH:9]=1)[CH:5]=O.Cl[CH2:12][C:13]([O:15]C)=[O:14].C(=O)([O-])[O-].[K+].[K+].[OH-].[K+], predict the reaction product. The product is: [Br:1][C:2]1[C:3]2[O:10][C:12]([C:13]([OH:15])=[O:14])=[CH:5][C:4]=2[CH:7]=[CH:8][CH:9]=1.